This data is from NCI-60 drug combinations with 297,098 pairs across 59 cell lines. The task is: Regression. Given two drug SMILES strings and cell line genomic features, predict the synergy score measuring deviation from expected non-interaction effect. Drug 1: CC1=C(C=C(C=C1)NC2=NC=CC(=N2)N(C)C3=CC4=NN(C(=C4C=C3)C)C)S(=O)(=O)N.Cl. Drug 2: CCCCC(=O)OCC(=O)C1(CC(C2=C(C1)C(=C3C(=C2O)C(=O)C4=C(C3=O)C=CC=C4OC)O)OC5CC(C(C(O5)C)O)NC(=O)C(F)(F)F)O. Cell line: SW-620. Synergy scores: CSS=-13.3, Synergy_ZIP=5.17, Synergy_Bliss=-2.94, Synergy_Loewe=-12.2, Synergy_HSA=-12.9.